Task: Predict the reaction yield, written as a fraction of the theoretical maximum amount of product (1.0 means a 100% yield; for example, 0.34 means a 34% yield).. Dataset: Reaction yield outcomes from USPTO patents with 853,638 reactions (1) The reactants are [CH:1]1([N:6]2[C:11]3=[N:12][C:13]([NH:16][C:17]4[CH:22]=[CH:21][C:20]([N:23]5[CH2:28][CH2:27][CH:26]([OH:29])[CH2:25][CH2:24]5)=[CH:19][CH:18]=4)=[N:14][CH:15]=[C:10]3[CH2:9][NH:8][C:7]2=[O:30])[CH2:5][CH2:4][CH2:3][CH2:2]1.CC(C)([O-])C.[K+]. The catalyst is CS(C)=O. The product is [CH:1]1([N:6]2[C:11]3=[N:12][C:13]([NH:16][C:17]4[CH:18]=[CH:19][C:20]([N:23]5[CH2:28][CH2:27][CH:26]([OH:29])[CH2:25][CH2:24]5)=[CH:21][CH:22]=4)=[N:14][CH:15]=[C:10]3[CH:9]=[N:8][C:7]2=[O:30])[CH2:2][CH2:3][CH2:4][CH2:5]1. The yield is 0.300. (2) The reactants are I[C:2]1[C:10]2[C:5](=[N:6][CH:7]=[CH:8][CH:9]=2)[N:4]([Si:11]([CH:18]([CH3:20])[CH3:19])([CH:15]([CH3:17])[CH3:16])[CH:12]([CH3:14])[CH3:13])[CH:3]=1.C([Mg]Cl)(C)C.[C:26]([O:30][C:31](=[O:49])[N:32]([CH2:41][C:42]1[CH:47]=[CH:46][C:45]([Cl:48])=[CH:44][CH:43]=1)[C:33]1[S:34][C:35]([CH:39]=[O:40])=[C:36]([Cl:38])[N:37]=1)([CH3:29])([CH3:28])[CH3:27].O. The catalyst is O1CCCC1. The product is [C:26]([O:30][C:31](=[O:49])[N:32]([CH2:41][C:42]1[CH:47]=[CH:46][C:45]([Cl:48])=[CH:44][CH:43]=1)[C:33]1[S:34][C:35]([CH:39]([OH:40])[C:2]2[C:10]3[C:5](=[N:6][CH:7]=[CH:8][CH:9]=3)[N:4]([Si:11]([CH:18]([CH3:20])[CH3:19])([CH:15]([CH3:17])[CH3:16])[CH:12]([CH3:14])[CH3:13])[CH:3]=2)=[C:36]([Cl:38])[N:37]=1)([CH3:29])([CH3:27])[CH3:28]. The yield is 0.500. (3) The reactants are Br[C:2]1[CH:3]=[C:4]([C:16]([NH:18][CH2:19][C:20]2[C:21](=[O:28])[NH:22][C:23]([CH3:27])=[CH:24][C:25]=2[CH3:26])=[O:17])[C:5]2[CH:6]=[N:7][N:8]([CH:11]3[CH2:15][CH2:14][CH2:13][CH2:12]3)[C:9]=2[CH:10]=1.[CH3:29][C:30]1([CH3:47])[CH2:35][C:34](B2OC(C)(C)C(C)(C)O2)=[CH:33][C:32]([CH3:46])([CH3:45])[NH:31]1.C([O-])([O-])=O.[Na+].[Na+]. The catalyst is O1CCOCC1.C1C=CC([P]([Pd]([P](C2C=CC=CC=2)(C2C=CC=CC=2)C2C=CC=CC=2)([P](C2C=CC=CC=2)(C2C=CC=CC=2)C2C=CC=CC=2)[P](C2C=CC=CC=2)(C2C=CC=CC=2)C2C=CC=CC=2)(C2C=CC=CC=2)C2C=CC=CC=2)=CC=1. The product is [CH:11]1([N:8]2[C:9]3[CH:10]=[C:2]([C:34]4[CH2:33][C:32]([CH3:46])([CH3:45])[NH:31][C:30]([CH3:47])([CH3:29])[CH:35]=4)[CH:3]=[C:4]([C:16]([NH:18][CH2:19][C:20]4[C:21](=[O:28])[NH:22][C:23]([CH3:27])=[CH:24][C:25]=4[CH3:26])=[O:17])[C:5]=3[CH:6]=[N:7]2)[CH2:15][CH2:14][CH2:13][CH2:12]1. The yield is 0.776. (4) The reactants are C(=O)(OC)[O:2][C@H:3]1[CH2:8][CH2:7][C@H:6]([N:9]2[C:17](=[O:18])[NH:16][C:15]3[C:10]2=[N:11][C:12]([NH2:20])=[N:13][C:14]=3[Cl:19])[CH2:5][CH2:4]1.Cl. The catalyst is [OH-].[K+]. The product is [NH2:20][C:12]1[N:11]=[C:10]2[C:15]([NH:16][C:17](=[O:18])[N:9]2[C@H:6]2[CH2:5][CH2:4][C@H:3]([OH:2])[CH2:8][CH2:7]2)=[C:14]([Cl:19])[N:13]=1. The yield is 0.860.